Dataset: Catalyst prediction with 721,799 reactions and 888 catalyst types from USPTO. Task: Predict which catalyst facilitates the given reaction. (1) Reactant: C([O:3][P:4](/[CH:9]=[CH:10]/[C:11]1[CH:20]=[CH:19][C:18]2[C:13](=[C:14]([C:21]3[C:30]4[C:25](=[CH:26][CH:27]=[CH:28][CH:29]=4)[CH:24]=[CH:23][CH:22]=3)[CH:15]=[CH:16][CH:17]=2)[N:12]=1)(=[O:8])[O:5]CC)C.Br[Si](C)(C)C. Product: [C:21]1([C:14]2[CH:15]=[CH:16][CH:17]=[C:18]3[C:13]=2[N:12]=[C:11](/[CH:10]=[CH:9]/[P:4](=[O:3])([OH:5])[OH:8])[CH:20]=[CH:19]3)[C:30]2[C:25](=[CH:26][CH:27]=[CH:28][CH:29]=2)[CH:24]=[CH:23][CH:22]=1. The catalyst class is: 2. (2) Reactant: C([Mg]Cl)(C)C.[Li]CCCC.Br[C:12]1[C:13]([CH3:20])=[CH:14][C:15]([O:18][CH3:19])=[N:16][CH:17]=1.[CH:21](=[O:24])[CH2:22][CH3:23]. Product: [CH3:19][O:18][C:15]1[N:16]=[CH:17][C:12]([CH:21]([OH:24])[CH2:22][CH3:23])=[C:13]([CH3:20])[CH:14]=1. The catalyst class is: 1. (3) Reactant: [F:1][C:2]([F:23])([F:22])[C:3]1[CH:4]=[C:5]([NH:9][C:10]2[O:14][C:13]([C:15]3[CH:20]=[CH:19][C:18]([OH:21])=[CH:17][CH:16]=3)=[N:12][N:11]=2)[CH:6]=[CH:7][CH:8]=1.Br[C:25]1[CH:26]=[N:27][CH:28]=[N:29][CH:30]=1.C([O-])([O-])=O.[K+].[K+]. Product: [N:27]1[CH:26]=[C:25]([O:21][C:18]2[CH:19]=[CH:20][C:15]([C:13]3[O:14][C:10]([NH:9][C:5]4[CH:6]=[CH:7][CH:8]=[C:3]([C:2]([F:22])([F:1])[F:23])[CH:4]=4)=[N:11][N:12]=3)=[CH:16][CH:17]=2)[CH:30]=[N:29][CH:28]=1. The catalyst class is: 121.